Dataset: Forward reaction prediction with 1.9M reactions from USPTO patents (1976-2016). Task: Predict the product of the given reaction. (1) Given the reactants [CH2:1]([O:3][C:4](=[O:17])[CH2:5][C:6]([NH:8][C:9]1[CH:14]=[CH:13][C:12]([I:15])=[CH:11][C:10]=1[F:16])=[O:7])[CH3:2].Cl[CH2:19][C:20]1[CH:25]=[CH:24][N:23]=[CH:22][N:21]=1.[OH-].[K+], predict the reaction product. The product is: [CH2:1]([O:3][C:4](=[O:17])[CH:5]([CH2:19][C:20]1[CH:25]=[CH:24][N:23]=[CH:22][N:21]=1)[C:6]([NH:8][C:9]1[CH:14]=[CH:13][C:12]([I:15])=[CH:11][C:10]=1[F:16])=[O:7])[CH3:2]. (2) Given the reactants [C:1]([O:5][C@@H:6]([C:12]1[C:30]([CH3:31])=[CH:29][C:15]2[N:16]=[C:17](C3C=CC4N(C)N=NC=4C=3)[S:18][C:14]=2[C:13]=1[C:32]1[CH:37]=[CH:36][C:35]([Cl:38])=[CH:34][CH:33]=1)[C:7]([O:9][CH2:10][CH3:11])=[O:8])([CH3:4])([CH3:3])[CH3:2].[CH3:39][N:40]1[C:44]2[CH:45]=[C:46](B3OC(C)(C)C(C)(C)O3)[CH:47]=[CH:48][C:43]=2[N:42]=[N:41]1, predict the reaction product. The product is: [C:1]([O:5][C@@H:6]([C:12]1[C:30]([CH3:31])=[CH:29][C:15]2[N:16]=[C:17]([C:46]3[CH:47]=[CH:48][C:43]4[N:42]=[N:41][N:40]([CH3:39])[C:44]=4[CH:45]=3)[S:18][C:14]=2[C:13]=1[C:32]1[CH:33]=[CH:34][C:35]([Cl:38])=[CH:36][CH:37]=1)[C:7]([O:9][CH2:10][CH3:11])=[O:8])([CH3:3])([CH3:2])[CH3:4]. (3) Given the reactants Cl.Cl.Cl.[F:4][CH2:5][CH2:6][C:7]1([N:11]2[CH:15]=[C:14]([C:16]3[N:21]4[CH:22]=[CH:23][N:24]=[C:20]4[CH:19]=[C:18]([C:25]4[CH:26]=[N:27][N:28]([CH3:30])[CH:29]=4)[N:17]=3)[CH:13]=[N:12]2)[CH2:10][NH:9][CH2:8]1.C(N(CC)C(C)C)(C)C.[F:40][C:41]([F:54])([F:53])[S:42](O[S:42]([C:41]([F:54])([F:53])[F:40])(=[O:44])=[O:43])(=[O:44])=[O:43], predict the reaction product. The product is: [F:4][CH2:5][CH2:6][C:7]1([N:11]2[CH:15]=[C:14]([C:16]3[N:21]4[CH:22]=[CH:23][N:24]=[C:20]4[CH:19]=[C:18]([C:25]4[CH:26]=[N:27][N:28]([CH3:30])[CH:29]=4)[N:17]=3)[CH:13]=[N:12]2)[CH2:8][N:9]([S:42]([C:41]([F:54])([F:53])[F:40])(=[O:44])=[O:43])[CH2:10]1. (4) Given the reactants [Cl:1][C:2]1[CH:7]=[C:6]([Cl:8])[N:5]=[C:4](S(C)(=O)=O)[N:3]=1.[CH3:13][O:14][CH2:15][C@H:16]([OH:18])[CH3:17].[Li+].C[Si]([N-][Si](C)(C)C)(C)C, predict the reaction product. The product is: [Cl:1][C:2]1[CH:7]=[C:6]([Cl:8])[N:5]=[C:4]([O:18][C@H:16]([CH3:17])[CH2:15][O:14][CH3:13])[N:3]=1.